This data is from Forward reaction prediction with 1.9M reactions from USPTO patents (1976-2016). The task is: Predict the product of the given reaction. (1) Given the reactants [OH:1][C:2]1[CH:3]=[C:4]([C:8]2[N:9]=[CH:10][N:11]([C:13]([N:15]([CH3:22])[CH:16]3[CH2:21][CH2:20][NH:19][CH2:18][CH2:17]3)=[O:14])[CH:12]=2)[CH:5]=[CH:6][CH:7]=1.Br.OC1C=C(C2N=CN(C(N(C)C3CCNCC3)=O)C=2)C=CC=1.C(N(CC)C(C)C)(C)C.[O:55]1[C:59]2[CH:60]=[CH:61][C:62]([CH:64]=O)=[CH:63][C:58]=2[O:57][CH2:56]1.[Na].C(O)(=O)C, predict the reaction product. The product is: [O:55]1[C:59]2[CH:60]=[CH:61][C:62]([CH2:64][N:19]3[CH2:20][CH2:21][CH:16]([N:15]([CH3:22])[C:13]([N:11]4[CH:12]=[C:8]([C:4]5[CH:5]=[CH:6][CH:7]=[C:2]([OH:1])[CH:3]=5)[N:9]=[CH:10]4)=[O:14])[CH2:17][CH2:18]3)=[CH:63][C:58]=2[O:57][CH2:56]1. (2) Given the reactants [Cl:1][C:2]1[CH:3]=[CH:4][C:5]2[NH:9][C:8](=[O:10])[N:7](C(OCC)=O)[C:6]=2[CH:16]=1.[CH3:29][C:28]([O:27][C:25](O[C:25]([O:27][C:28]([CH3:31])([CH3:30])[CH3:29])=[O:26])=[O:26])([CH3:31])[CH3:30].C(N)(C)C, predict the reaction product. The product is: [Cl:1][C:2]1[CH:3]=[CH:4][C:5]2[N:9]([C:25]([O:27][C:28]([CH3:29])([CH3:30])[CH3:31])=[O:26])[C:8](=[O:10])[NH:7][C:6]=2[CH:16]=1.